This data is from Full USPTO retrosynthesis dataset with 1.9M reactions from patents (1976-2016). The task is: Predict the reactants needed to synthesize the given product. Given the product [CH3:1][O:2][C:3]1[CH:8]=[CH:7][C:6]([C:9]2[C:13]([Br:16])=[CH:12][N:11]([CH3:14])[N:10]=2)=[CH:5][C:4]=1[CH3:15], predict the reactants needed to synthesize it. The reactants are: [CH3:1][O:2][C:3]1[CH:8]=[CH:7][C:6]([C:9]2[CH:13]=[CH:12][N:11]([CH3:14])[N:10]=2)=[CH:5][C:4]=1[CH3:15].[Br:16]N1C(=O)CCC1=O.C(Cl)(Cl)Cl.